From a dataset of Full USPTO retrosynthesis dataset with 1.9M reactions from patents (1976-2016). Predict the reactants needed to synthesize the given product. (1) Given the product [Cl:10][C:11]1[CH:12]=[C:13]([N:17]2[C:1](=[O:6])[CH:2]=[C:3]([CH3:5])[C:22]3[C:21](=[O:23])[N:20]([C:24]4[CH:25]=[CH:26][CH:27]=[CH:28][CH:29]=4)[NH:19][C:18]2=3)[CH:14]=[CH:15][CH:16]=1, predict the reactants needed to synthesize it. The reactants are: [C:1](OCC)(=[O:6])[CH2:2][C:3]([CH3:5])=O.[Cl:10][C:11]1[CH:12]=[C:13]([NH:17][C:18]2[CH2:22][C:21](=[O:23])[N:20]([C:24]3[CH:29]=[CH:28][CH:27]=[CH:26][CH:25]=3)[N:19]=2)[CH:14]=[CH:15][CH:16]=1. (2) The reactants are: [NH2:1][C:2]1[CH:3]=[C:4]([CH:20]=[CH:21][CH:22]=1)[O:5][C:6]1[CH:7]=[CH:8][C:9]2[N:10]([CH:12]=[C:13]([C:15]([O:17][CH2:18][CH3:19])=[O:16])[N:14]=2)[N:11]=1.[F:23][C:24]([F:35])([F:34])[C:25]1[CH:26]=[C:27]([CH:31]=[CH:32][CH:33]=1)[C:28](O)=[O:29].ON1C2C=CC=CC=2N=N1.Cl.C(N=C=NCCCN(C)C)C.C(=O)([O-])O.[Na+]. Given the product [F:23][C:24]([F:34])([F:35])[C:25]1[CH:26]=[C:27]([CH:31]=[CH:32][CH:33]=1)[C:28]([NH:1][C:2]1[CH:3]=[C:4]([CH:20]=[CH:21][CH:22]=1)[O:5][C:6]1[CH:7]=[CH:8][C:9]2[N:10]([CH:12]=[C:13]([C:15]([O:17][CH2:18][CH3:19])=[O:16])[N:14]=2)[N:11]=1)=[O:29], predict the reactants needed to synthesize it.